From a dataset of Full USPTO retrosynthesis dataset with 1.9M reactions from patents (1976-2016). Predict the reactants needed to synthesize the given product. Given the product [F:1][C:2]1[C:15]([NH:16][C:17]2[N:45]([CH3:46])[C:22]3=[N:23][C:24]([O:40][CH2:41][CH:42]([F:44])[F:43])=[C:25]([C:26](=[O:27])[NH:28][C@H:29]4[CH2:30][CH2:31][C@H:32]([C:35]([F:37])([F:36])[F:38])[CH2:33][CH2:34]4)[CH:39]=[C:21]3[N:20]=2)=[C:14]([F:19])[CH:13]=[CH:12][C:3]=1[CH2:4][NH:5][C:6](=[O:11])[C:7]([CH3:10])([CH3:9])[CH3:8], predict the reactants needed to synthesize it. The reactants are: [F:1][C:2]1[C:15]([N:16]=[C:17]=S)=[C:14]([F:19])[CH:13]=[CH:12][C:3]=1[CH2:4][NH:5][C:6](=[O:11])[C:7]([CH3:10])([CH3:9])[CH3:8].[NH2:20][C:21]1[C:22]([NH:45][CH3:46])=[N:23][C:24]([O:40][CH2:41][CH:42]([F:44])[F:43])=[C:25]([CH:39]=1)[C:26]([NH:28][C@H:29]1[CH2:34][CH2:33][C@H:32]([C:35]([F:38])([F:37])[F:36])[CH2:31][CH2:30]1)=[O:27].CC(C)N=C=NC(C)C.